This data is from Peptide-MHC class I binding affinity with 185,985 pairs from IEDB/IMGT. The task is: Regression. Given a peptide amino acid sequence and an MHC pseudo amino acid sequence, predict their binding affinity value. This is MHC class I binding data. (1) The peptide sequence is MAAAKTPVI. The MHC is HLA-A02:02 with pseudo-sequence HLA-A02:02. The binding affinity (normalized) is 0.486. (2) The peptide sequence is MVMCGGSLYV. The MHC is HLA-A02:06 with pseudo-sequence HLA-A02:06. The binding affinity (normalized) is 0.761. (3) The peptide sequence is EVIPMFSAL. The MHC is HLA-A11:01 with pseudo-sequence HLA-A11:01. The binding affinity (normalized) is 0. (4) The peptide sequence is RFSTSLLFLN. The MHC is HLA-B57:01 with pseudo-sequence HLA-B57:01. The binding affinity (normalized) is 0.353. (5) The peptide sequence is LWPFIRINNL. The MHC is HLA-A23:01 with pseudo-sequence HLA-A23:01. The binding affinity (normalized) is 0.560. (6) The peptide sequence is KTCPVQLWV. The MHC is Mamu-A01 with pseudo-sequence Mamu-A01. The binding affinity (normalized) is 0.247. (7) The MHC is Patr-B0101 with pseudo-sequence Patr-B0101. The peptide sequence is GVWIRTPPAY. The binding affinity (normalized) is 0.